Predict the product of the given reaction. From a dataset of Forward reaction prediction with 1.9M reactions from USPTO patents (1976-2016). Given the reactants [Li+].CC([N-]C(C)C)C.[Br:9][C:10]1[CH:11]=[N:12][CH:13]=[C:14]([F:16])[CH:15]=1.Cl[C:18]([O:20][CH2:21][CH3:22])=[O:19], predict the reaction product. The product is: [Br:9][C:10]1[CH:11]=[N:12][CH:13]=[C:14]([F:16])[C:15]=1[C:18]([O:20][CH2:21][CH3:22])=[O:19].